Predict which catalyst facilitates the given reaction. From a dataset of Catalyst prediction with 721,799 reactions and 888 catalyst types from USPTO. (1) Reactant: [F:1][C:2]1[CH:3]=[N:4][CH:5]=[CH:6][C:7]=1[NH:8][C:9](=[O:16])[C:10]1[CH:15]=[CH:14][CH:13]=[CH:12][CH:11]=1.[I:17][CH2:18][CH3:19].C(OCC)(=O)C. Product: [I-:17].[C:9]([NH:8][C:7]1[CH:6]=[CH:5][N+:4]([CH2:18][CH3:19])=[CH:3][C:2]=1[F:1])(=[O:16])[C:10]1[CH:15]=[CH:14][CH:13]=[CH:12][CH:11]=1. The catalyst class is: 9. (2) Reactant: [Cl:1][C:2]1[CH:3]=[CH:4][C:5]([OH:11])=[C:6]([C:8](=O)[CH3:9])[CH:7]=1.[O:12]1[CH2:17][CH2:16][N:15]([S:18]([C:21]2[CH:22]=[N:23][CH:24]=[C:25]([CH:30]=2)[C:26]([NH:28][NH2:29])=[O:27])(=[O:20])=[O:19])[CH2:14][CH2:13]1. Product: [Cl:1][C:2]1[CH:3]=[CH:4][C:5]([OH:11])=[C:6](/[C:8](=[N:29]/[NH:28][C:26](=[O:27])[C:25]2[CH:30]=[C:21]([S:18]([N:15]3[CH2:14][CH2:13][O:12][CH2:17][CH2:16]3)(=[O:20])=[O:19])[CH:22]=[N:23][CH:24]=2)/[CH3:9])[CH:7]=1. The catalyst class is: 130. (3) Reactant: [Si]([O:8][C@H:9]([C:49]1[CH:50]=[CH:51][C:52]([OH:60])=[C:53]([NH:55][S:56]([CH3:59])(=[O:58])=[O:57])[CH:54]=1)[CH2:10][NH:11][CH2:12][CH2:13][C:14]1[CH:19]=[CH:18][C:17]([O:20][CH2:21][CH2:22][CH2:23][CH2:24][CH2:25][C:26]2[CH:31]=[CH:30][C:29]([OH:32])=[C:28]([C@@H:33]([C:43]3[CH:48]=[CH:47][CH:46]=[CH:45][CH:44]=3)[CH2:34][CH2:35][N:36]([CH:40]([CH3:42])[CH3:41])[CH:37]([CH3:39])[CH3:38])[CH:27]=2)=[CH:16][CH:15]=1)(C(C)(C)C)(C)C.CO.CCN(CC)CC.F.F.F. Product: [NH3:11].[CH:40]([N:36]([CH:37]([CH3:39])[CH3:38])[CH2:35][CH2:34][C@@H:33]([C:28]1[CH:27]=[C:26]([CH2:25][CH2:24][CH2:23][CH2:22][CH2:21][O:20][C:17]2[CH:18]=[CH:19][C:14]([CH2:13][CH2:12][NH:11][CH2:10][C@@H:9]([C:49]3[CH:50]=[CH:51][C:52]([OH:60])=[C:53]([NH:55][S:56]([CH3:59])(=[O:58])=[O:57])[CH:54]=3)[OH:8])=[CH:15][CH:16]=2)[CH:31]=[CH:30][C:29]=1[OH:32])[C:43]1[CH:44]=[CH:45][CH:46]=[CH:47][CH:48]=1)([CH3:42])[CH3:41]. The catalyst class is: 7. (4) Reactant: [O:1]=[C:2]1[C:10]2[C:5](=[CH:6][CH:7]=[CH:8][CH:9]=2)[C:4](=[O:11])[N:3]1[CH2:12][CH:13]=O.Cl.[NH2:16][CH2:17][CH2:18][SH:19].C([O-])(=O)C.[K+].C([O-])(O)=O.[Na+]. Product: [S:19]1[CH2:18][CH2:17][NH:16][CH:13]1[CH2:12][N:3]1[C:4](=[O:11])[C:5]2[C:10](=[CH:9][CH:8]=[CH:7][CH:6]=2)[C:2]1=[O:1]. The catalyst class is: 88. (5) Reactant: [C:1]1([C:7]2([C:12]([O:14]C)=[O:13])[CH2:11][CH:10]=[CH:9][CH2:8]2)[CH:6]=[CH:5][CH:4]=[CH:3][CH:2]=1.[OH-].[Na+]. Product: [C:1]1([C:7]2([C:12]([OH:14])=[O:13])[CH2:11][CH:10]=[CH:9][CH2:8]2)[CH:6]=[CH:5][CH:4]=[CH:3][CH:2]=1. The catalyst class is: 5.